This data is from Forward reaction prediction with 1.9M reactions from USPTO patents (1976-2016). The task is: Predict the product of the given reaction. (1) Given the reactants [CH3:1][C:2]1[C:11]2[N:10]3[CH:12]=[CH:13][CH:14]=[C:9]3[C:8](=[O:15])[N:7]([CH2:16][C:17]([O:19]C)=[O:18])[C:6]=2[N:5]=[CH:4][CH:3]=1.[Li+].[OH-], predict the reaction product. The product is: [CH3:1][C:2]1[C:11]2[N:10]3[CH:12]=[CH:13][CH:14]=[C:9]3[C:8](=[O:15])[N:7]([CH2:16][C:17]([OH:19])=[O:18])[C:6]=2[N:5]=[CH:4][CH:3]=1. (2) The product is: [OH:33][CH2:32][CH2:31][NH:30][C:16]([C@@H:9]1[CH2:10][C:11](=[N:13][O:14][CH3:15])[CH2:12][N:8]1[C:6](=[O:7])[CH2:27][CH2:26][CH2:25][CH2:24][CH2:23][CH2:22][CH2:21][CH3:20])=[O:18]. Given the reactants C(O[C:6]([N:8]1[CH2:12][C:11](=[N:13][O:14][CH3:15])[CH2:10][C@H:9]1[C:16]([OH:18])=O)=[O:7])(C)(C)C.C(O)(=O)[CH2:20][CH2:21][CH2:22][CH2:23][CH2:24][CH2:25][CH2:26][CH3:27].[NH2:30][CH2:31][CH2:32][OH:33], predict the reaction product. (3) Given the reactants Cl.C(OC([NH:9][C@H:10]([CH2:15][CH2:16][CH2:17][C:18]([C:20]1[CH:25]=[CH:24][C:23]([F:26])=[C:22]([F:27])[CH:21]=1)=O)[C:11]([O:13][CH3:14])=[O:12])=O)(C)(C)C, predict the reaction product. The product is: [F:27][C:22]1[CH:21]=[C:20]([C@H:18]2[NH:9][C@@H:10]([C:11]([O:13][CH3:14])=[O:12])[CH2:15][CH2:16][CH2:17]2)[CH:25]=[CH:24][C:23]=1[F:26]. (4) Given the reactants [CH3:1][N:2]1[CH2:7][CH2:6][NH:5][CH2:4][CH2:3]1.Cl[C:9]1[CH:14]=[CH:13][C:12]([C:15]2[CH:19]=[C:18](/[CH:20]=[CH:21]/[C:22]3[CH:27]=[CH:26][C:25]([OH:28])=[CH:24][CH:23]=3)[NH:17][N:16]=2)=[CH:11][CH:10]=1.CC([O-])(C)C.[Na+], predict the reaction product. The product is: [CH3:1][N:2]1[CH2:7][CH2:6][N:5]([C:9]2[CH:10]=[CH:11][C:12]([C:15]3[CH:19]=[C:18](/[CH:20]=[CH:21]/[C:22]4[CH:23]=[CH:24][C:25]([OH:28])=[CH:26][CH:27]=4)[NH:17][N:16]=3)=[CH:13][CH:14]=2)[CH2:4][CH2:3]1. (5) Given the reactants C([Sn](CCCC)(CCCC)[C:6]1[S:7][CH:8]=[CH:9][CH:10]=1)CCC.[C:19]([O:23][C:24](=[O:43])[N:25]([CH2:27][C:28]1[CH:32]=[C:31](Br)[N:30]([S:34]([C:37]2[CH:38]=[N:39][CH:40]=[CH:41][CH:42]=2)(=[O:36])=[O:35])[CH:29]=1)[CH3:26])([CH3:22])([CH3:21])[CH3:20], predict the reaction product. The product is: [CH3:26][N:25]([CH2:27][C:28]1[CH:32]=[C:31]([C:6]2[S:7][CH:8]=[CH:9][CH:10]=2)[N:30]([S:34]([C:37]2[CH:38]=[N:39][CH:40]=[CH:41][CH:42]=2)(=[O:36])=[O:35])[CH:29]=1)[C:24](=[O:43])[O:23][C:19]([CH3:22])([CH3:20])[CH3:21]. (6) The product is: [CH2:1]([C:4]1[CH:5]=[C:6]([CH2:12][C:13]2[S:26][C:18]3[C:19]([F:25])=[CH:20][C:21]([F:24])=[C:22]([F:23])[C:17]=3[N:14]=2)[CH:7]=[N:8][C:9]=1[CH2:10][CH3:11])[CH:2]=[CH2:3]. Given the reactants [CH2:1]([C:4]1[CH:5]=[C:6]([CH2:12][C:13]#[N:14])[CH:7]=[N:8][C:9]=1[CH2:10][CH3:11])[CH:2]=[CH2:3].Cl.N[C:17]1[C:22]([F:23])=[C:21]([F:24])[CH:20]=[C:19]([F:25])[C:18]=1[SH:26].C(O)(=O)C.C(=O)(O)[O-].[Na+], predict the reaction product.